This data is from Full USPTO retrosynthesis dataset with 1.9M reactions from patents (1976-2016). The task is: Predict the reactants needed to synthesize the given product. (1) Given the product [C:45]([O:46][CH2:24][N:21]1[C:17]2[N:18]=[CH:19][N:20]=[C:15]([C:13]3[CH:12]=[N:11][N:10]([CH:6]([CH:1]4[CH2:5][CH2:4][CH2:3][CH2:2]4)[CH2:7][C:8]#[N:9])[CH:14]=3)[C:16]=2[CH:23]=[CH:22]1)(=[O:48])[C:32]([CH3:37])([CH3:36])[CH3:33], predict the reactants needed to synthesize it. The reactants are: [CH:1]1(/[C:6](/[N:10]2[CH:14]=[C:13]([C:15]3[C:16]4[CH:23]=[CH:22][N:21]([CH2:24]OCC[Si](C)(C)C)[C:17]=4[N:18]=[CH:19][N:20]=3)[CH:12]=[N:11]2)=[CH:7]/[C:8]#[N:9])[CH2:5][CH2:4][CH2:3][CH2:2]1.[CH:32]1([CH:37]=CC#N)[CH2:36]CC[CH2:33]1.CS(C)=O.[C:45](=[O:48])([O-])[O-:46].[K+].[K+]. (2) Given the product [CH2:1]([O:3][C:4](=[O:21])[CH2:5][CH2:6][C:7]1[CH:12]=[CH:11][C:10]([S:13][CH2:14][CH2:15][C@H:16]([O:18][S:30]([CH3:29])(=[O:32])=[O:31])[CH3:17])=[CH:9][C:8]=1[CH2:19][CH3:20])[CH3:2], predict the reactants needed to synthesize it. The reactants are: [CH2:1]([O:3][C:4](=[O:21])[CH2:5][CH2:6][C:7]1[CH:12]=[CH:11][C:10]([S:13][CH2:14][CH2:15][C@H:16]([OH:18])[CH3:17])=[CH:9][C:8]=1[CH2:19][CH3:20])[CH3:2].C(N(CC)CC)C.[CH3:29][S:30](Cl)(=[O:32])=[O:31]. (3) Given the product [Cl:11][C:4]1[CH:3]=[C:2]([C:17]2[O:18][CH:19]=[CH:20][CH:21]=2)[N:7]=[C:6]2[CH2:8][CH2:9][CH2:10][C:5]=12, predict the reactants needed to synthesize it. The reactants are: Cl[C:2]1[N:7]=[C:6]2[CH2:8][CH2:9][CH2:10][C:5]2=[C:4]([Cl:11])[CH:3]=1.C([Sn](CCCC)(CCCC)[C:17]1[O:18][CH:19]=[CH:20][CH:21]=1)CCC. (4) Given the product [NH:12]1[C:6]([C:5]2[CH:8]=[CH:9][C:2]([NH2:1])=[CH:3][CH:4]=2)=[N:7][N:14]=[N:13]1, predict the reactants needed to synthesize it. The reactants are: [NH2:1][C:2]1[CH:9]=[CH:8][C:5]([C:6]#[N:7])=[CH:4][CH:3]=1.[NH4+].[Cl-].[N-:12]=[N+:13]=[N-:14].[Na+]. (5) Given the product [CH3:18][S:19]([O:9][CH2:8][C@@H:7]([NH:10][C:11]([O:12][C:13]([CH3:14])([CH3:16])[CH3:15])=[O:17])[CH2:6][CH:1]1[CH2:2][CH2:3][CH2:4][CH2:5]1)(=[O:21])=[O:20], predict the reactants needed to synthesize it. The reactants are: [CH:1]1([CH2:6][C@H:7]([NH:10][C:11](=[O:17])[O:12][C:13]([CH3:16])([CH3:15])[CH3:14])[CH2:8][OH:9])[CH2:5][CH2:4][CH2:3][CH2:2]1.[CH3:18][S:19](Cl)(=[O:21])=[O:20].O. (6) Given the product [NH2:23][C:20]1[CH:21]=[CH:22][C:17]([N:13]2[CH2:14][CH2:15][O:16][C@H:11]([C@@H:9]([OH:10])[C:8]([NH:7][C:6]3[CH:33]=[CH:34][C:3]([C:1]#[N:2])=[CH:4][CH:5]=3)=[O:32])[C:12]2=[O:31])=[CH:18][CH:19]=1, predict the reactants needed to synthesize it. The reactants are: [C:1]([C:3]1[CH:34]=[CH:33][C:6]([NH:7][C:8](=[O:32])[C@@H:9]([C@H:11]2[O:16][CH2:15][CH2:14][N:13]([C:17]3[CH:22]=[CH:21][C:20]([NH:23]C(=O)OC(C)(C)C)=[CH:19][CH:18]=3)[C:12]2=[O:31])[OH:10])=[CH:5][CH:4]=1)#[N:2].FC(F)(F)C(O)=O.C1(OC)C=CC=CC=1. (7) Given the product [CH2:1]([C@H:8]1[N:13]([C:14]([C:16]2[N:17]=[CH:18][N:19]([C@@H:27]3[CH2:33][CH2:32][CH2:31][CH2:30][CH2:29][C@@H:28]3[OH:34])[C:20]=2[C:21]2[CH:26]=[CH:25][CH:24]=[CH:23][CH:22]=2)=[O:15])[CH2:12][CH2:11][N:10]([C:46]([O:48][C:49]([CH3:52])([CH3:51])[CH3:50])=[O:47])[CH2:9]1)[C:2]1[CH:3]=[CH:4][CH:5]=[CH:6][CH:7]=1, predict the reactants needed to synthesize it. The reactants are: [CH2:1]([C@H:8]1[N:13]([C:14]([C:16]2[N:17]=[CH:18][N:19]([C@@H:27]3[CH2:33][CH2:32][CH2:31][CH2:30][CH2:29][C@@H:28]3[O:34]C(=O)C3C=CC([N+]([O-])=O)=CC=3)[C:20]=2[C:21]2[CH:26]=[CH:25][CH:24]=[CH:23][CH:22]=2)=[O:15])[CH2:12][CH2:11][N:10]([C:46]([O:48][C:49]([CH3:52])([CH3:51])[CH3:50])=[O:47])[CH2:9]1)[C:2]1[CH:7]=[CH:6][CH:5]=[CH:4][CH:3]=1.[OH-].[Na+].C(O)C.